This data is from Forward reaction prediction with 1.9M reactions from USPTO patents (1976-2016). The task is: Predict the product of the given reaction. (1) Given the reactants [Cl:1][C:2]1[CH:3]=[C:4]([F:31])[C:5]2[N:11]3[CH:12]=[CH:13][CH:14]=[C:10]3[CH:9]([CH2:15][C:16](OC)=[O:17])[O:8][CH:7]([C:20]3[CH:25]=[CH:24][CH:23]=[C:22]([O:26][CH3:27])[C:21]=3[O:28][CH3:29])[C:6]=2[CH:30]=1.[H-].[Al+3].[Li+].[H-].[H-].[H-].[OH-].[Na+].S([O-])([O-])(=O)=O.[Mg+2], predict the reaction product. The product is: [Cl:1][C:2]1[CH:3]=[C:4]([F:31])[C:5]2[N:11]3[CH:12]=[CH:13][CH:14]=[C:10]3[C@@H:9]([CH2:15][CH2:16][OH:17])[O:8][C@H:7]([C:20]3[CH:25]=[CH:24][CH:23]=[C:22]([O:26][CH3:27])[C:21]=3[O:28][CH3:29])[C:6]=2[CH:30]=1. (2) Given the reactants [OH:1][C:2]1[CH:7]=[CH:6][C:5]([N:8]2[C:12]([CH3:14])([CH3:13])[C:11](=[O:15])[N:10]([C:16]3[CH:23]=[CH:22][C:19]([C:20]#[N:21])=[C:18]([C:24]([F:27])([F:26])[F:25])[CH:17]=3)[C:9]2=[S:28])=[CH:4][CH:3]=1.C(=O)([O-])[O-].[Cs+].[Cs+].CN(C)C(=O)C.[O:41]1[CH:46]2[CH:42]1[CH2:43][O:44][CH2:45]2, predict the reaction product. The product is: [OH:41][CH:42]1[CH2:43][O:44][CH2:45][CH:46]1[O:1][C:2]1[CH:3]=[CH:4][C:5]([N:8]2[C:12]([CH3:14])([CH3:13])[C:11](=[O:15])[N:10]([C:16]3[CH:23]=[CH:22][C:19]([C:20]#[N:21])=[C:18]([C:24]([F:26])([F:27])[F:25])[CH:17]=3)[C:9]2=[S:28])=[CH:6][CH:7]=1.